From a dataset of Catalyst prediction with 721,799 reactions and 888 catalyst types from USPTO. Predict which catalyst facilitates the given reaction. (1) Reactant: [CH3:1][O:2][C:3]1[CH:4]=[C:5]2[C:10](=[CH:11][C:12]=1[O:13][CH3:14])[C:9]([CH3:15])=[N:8][C:7]([OH:16])=[CH:6]2.[OH-].[K+].Cl.ClC[C:22]1[C:31]2[C:26](=[CH:27][CH:28]=[CH:29][CH:30]=2)[N:25]=[CH:24][CH:23]=1.[C:32]1(C)C=CC=CC=1. Product: [CH3:1][O:2][C:3]1[CH:4]=[C:5]2[C:10](=[CH:11][C:12]=1[O:13][CH3:14])[C:9]([CH3:15])=[N:8][C:7]([OH:16])=[C:6]2[CH2:32][C:23]1[CH:24]=[N:25][C:26]2[C:31]([CH:22]=1)=[CH:30][CH:29]=[CH:28][CH:27]=2. The catalyst class is: 238. (2) Reactant: [H-].[Na+].CN(C)C=O.[N:8]1[C:16]2[CH:15]=[CH:14][NH:13][C:12](=[O:17])[C:11]=2[NH:10][CH:9]=1.Cl[CH2:19][O:20][CH2:21][CH2:22][Si:23]([CH3:26])([CH3:25])[CH3:24]. Product: [CH3:24][Si:23]([CH3:26])([CH3:25])[CH2:22][CH2:21][O:20][CH2:19][N:10]1[C:11]2[C:12](=[O:17])[NH:13][CH:14]=[CH:15][C:16]=2[N:8]=[CH:9]1.[CH3:24][Si:23]([CH3:26])([CH3:25])[CH2:22][CH2:21][O:20][CH2:19][N:8]1[C:16]2[CH:15]=[CH:14][NH:13][C:12](=[O:17])[C:11]=2[N:10]=[CH:9]1. The catalyst class is: 6.